This data is from NCI-60 drug combinations with 297,098 pairs across 59 cell lines. The task is: Regression. Given two drug SMILES strings and cell line genomic features, predict the synergy score measuring deviation from expected non-interaction effect. (1) Drug 1: C1=NC2=C(N=C(N=C2N1C3C(C(C(O3)CO)O)F)Cl)N. Drug 2: C(CC(=O)O)C(=O)CN.Cl. Cell line: HCT116. Synergy scores: CSS=-1.32, Synergy_ZIP=3.59, Synergy_Bliss=5.24, Synergy_Loewe=2.65, Synergy_HSA=0.225. (2) Drug 1: CC(C1=C(C=CC(=C1Cl)F)Cl)OC2=C(N=CC(=C2)C3=CN(N=C3)C4CCNCC4)N. Drug 2: CCC1(C2=C(COC1=O)C(=O)N3CC4=CC5=C(C=CC(=C5CN(C)C)O)N=C4C3=C2)O.Cl. Cell line: NCI/ADR-RES. Synergy scores: CSS=-0.0395, Synergy_ZIP=-0.366, Synergy_Bliss=-0.938, Synergy_Loewe=-6.32, Synergy_HSA=-2.69. (3) Drug 1: C1CCC(C1)C(CC#N)N2C=C(C=N2)C3=C4C=CNC4=NC=N3. Drug 2: CN(CCCl)CCCl.Cl. Cell line: SW-620. Synergy scores: CSS=33.5, Synergy_ZIP=-6.01, Synergy_Bliss=-3.03, Synergy_Loewe=-13.0, Synergy_HSA=-5.06.